This data is from Reaction yield outcomes from USPTO patents with 853,638 reactions. The task is: Predict the reaction yield, written as a fraction of the theoretical maximum amount of product (1.0 means a 100% yield; for example, 0.34 means a 34% yield). (1) The reactants are [C:1]([O:4][CH2:5][C:6]1[CH:11]=[C:10]([O:12]C(=O)C)[CH:9]=[C:8]([CH3:16])[C:7]=1[C:17]1[CH:22]=[CH:21][CH:20]=[C:19]([CH:23]=[O:24])[CH:18]=1)(=[O:3])[CH3:2].O1CCCC1.[BH4-].[Na+].C(O)(=O)CC(CC(O)=O)(C(O)=O)O. The catalyst is CO. The product is [C:1]([O:4][CH2:5][C:6]1[CH:11]=[C:10]([OH:12])[CH:9]=[C:8]([CH3:16])[C:7]=1[C:17]1[CH:22]=[CH:21][CH:20]=[C:19]([CH2:23][OH:24])[CH:18]=1)(=[O:3])[CH3:2]. The yield is 0.710. (2) The reactants are [Br:1][C:2]1[CH:3]=[C:4]2[C:8](=[CH:9][CH:10]=1)[NH:7][N:6]=[CH:5]2.Br[CH2:12][CH:13]1[CH2:15][CH2:14]1.C([O-])([O-])=O.[K+].[K+]. The catalyst is CN(C=O)C. The product is [Br:1][C:2]1[CH:3]=[C:4]2[C:8](=[CH:9][CH:10]=1)[N:7]([CH2:12][CH:13]1[CH2:15][CH2:14]1)[N:6]=[CH:5]2. The yield is 0.450. (3) The product is [NH2:15][CH2:14][C:13]1[CH:12]=[C:11]([C:9]#[C:8][C:5]2[CH:4]=[N:3][C:2]([NH2:1])=[N:7][CH:6]=2)[CH:18]=[CH:17][CH:16]=1. The reactants are [NH2:1][C:2]1[N:7]=[CH:6][C:5]([C:8]#[CH:9])=[CH:4][N:3]=1.I[C:11]1[CH:12]=[C:13]([CH:16]=[CH:17][CH:18]=1)[CH2:14][NH2:15].C(N(CC)CC)C. The yield is 0.550. The catalyst is CN(C=O)C.[Cu](I)I. (4) The product is [C:1]([C:5]1[CH:10]=[C:9]([Br:11])[C:8]([NH2:12])=[CH:7][C:6]=1[OH:15])([CH3:4])([CH3:2])[CH3:3]. The reactants are [C:1]([C:5]1[CH:10]=[C:9]([Br:11])[C:8]([N+:12]([O-])=O)=[CH:7][C:6]=1[OH:15])([CH3:4])([CH3:3])[CH3:2]. The catalyst is CO.[Ni]. The yield is 0.700. (5) The reactants are [CH2:1]([O:3][C:4](=[O:22])[C:5]1[CH:10]=[C:9]([CH:11]=[CH:12]N(C)C)[C:8]([N+:16]([O-])=O)=[CH:7][C:6]=1[N+:19]([O-])=O)[CH3:2]. The catalyst is CCO.[Ni]. The product is [CH2:1]([O:3][C:4]([C:5]1[CH:10]=[C:9]2[C:8](=[CH:7][C:6]=1[NH2:19])[NH:16][CH:12]=[CH:11]2)=[O:22])[CH3:2]. The yield is 0.300. (6) The reactants are [Br:1][C:2]1[CH:7]=[CH:6][C:5]([OH:8])=[C:4]([C:9]#[N:10])[CH:3]=1.[C:11](O[C:11]([O:13][C:14]([CH3:17])([CH3:16])[CH3:15])=[O:12])([O:13][C:14]([CH3:17])([CH3:16])[CH3:15])=[O:12].CCCCCC.ClCCl. The catalyst is CN(C1C=CN=CC=1)C.CCOC(C)=O.C(#N)C. The product is [C:11](=[O:12])([O:13][C:14]([CH3:17])([CH3:16])[CH3:15])[O:8][C:5]1[CH:6]=[CH:7][C:2]([Br:1])=[CH:3][C:4]=1[C:9]#[N:10]. The yield is 0.990. (7) The reactants are [Cl:1][C:2]1[CH:60]=[CH:59][C:5]([O:6][C:7]2[CH:12]=[CH:11][C:10]([N:13]3[C@@H:17]([C:18]4[CH:23]=[CH:22][CH:21]=[C:20]([O:24][CH2:25][CH2:26][O:27]C5CCCCO5)[CH:19]=4)[CH2:16][N:15]([CH2:34][CH2:35][S:36]([N:39](CC4C=CC(OC)=CC=4)CC4C=CC(OC)=CC=4)(=[O:38])=[O:37])[C:14]3=[O:58])=[CH:9][CH:8]=2)=[CH:4][CH:3]=1.[OH-].[Na+].O. The catalyst is C(O)(C(F)(F)F)=O. The product is [Cl:1][C:2]1[CH:3]=[CH:4][C:5]([O:6][C:7]2[CH:12]=[CH:11][C:10]([N:13]3[C@@H:17]([C:18]4[CH:23]=[CH:22][CH:21]=[C:20]([O:24][CH2:25][CH2:26][OH:27])[CH:19]=4)[CH2:16][N:15]([CH2:34][CH2:35][S:36]([NH2:39])(=[O:37])=[O:38])[C:14]3=[O:58])=[CH:9][CH:8]=2)=[CH:59][CH:60]=1. The yield is 0.810. (8) The reactants are Br[C:2]1[C:3]2[CH:4]3[CH2:22][CH2:21][N:20](C(OC(C)(C)C)=O)[CH2:19][CH2:18][CH:5]3[N:6](C(OC(C)(C)C)=O)[C:7]=2[CH:8]=[CH:9][CH:10]=1.P([O-])([O-])([O-])=O.[K+].[K+].[K+].[O:38]1[CH:42]=[CH:41][C:40](B(O)O)=[CH:39]1.N#N. The catalyst is [Pd].C1(P(C2C=CC=CC=2)C2C=CC=CC=2)C=CC=CC=1.C1(P(C2C=CC=CC=2)C2C=CC=CC=2)C=CC=CC=1.C1(P(C2C=CC=CC=2)C2C=CC=CC=2)C=CC=CC=1.C1(P(C2C=CC=CC=2)C2C=CC=CC=2)C=CC=CC=1.CN(C=O)C. The product is [O:38]1[CH:42]=[CH:41][C:40]([C:2]2[C:3]3[C@@H:4]4[CH2:22][CH2:21][NH:20][CH2:19][CH2:18][C@@H:5]4[NH:6][C:7]=3[CH:8]=[CH:9][CH:10]=2)=[CH:39]1. The yield is 0.700. (9) The reactants are [CH3:1][C:2]1[S:3][C:4]([C:10]2[CH:15]=[CH:14][CH:13]=[CH:12][CH:11]=2)=[C:5]([C:7]([OH:9])=O)[N:6]=1.CCN(C(C)C)C(C)C.CN(C(ON1N=NC2C=CC=CC1=2)=[N+](C)C)C.[B-](F)(F)(F)F.[Br:47][C:48]1[CH:49]=[CH:50][C:51]2[N:52]([CH:55]=[C:56]([CH2:58][C@@H:59]3[CH2:64][CH2:63][CH2:62][CH2:61][NH:60]3)[N:57]=2)[C:53]=1[CH3:54]. The catalyst is CN(C=O)C.[Cl-].[Na+].O. The product is [Br:47][C:48]1[CH:49]=[CH:50][C:51]2[N:52]([CH:55]=[C:56]([CH2:58][C@@H:59]3[CH2:64][CH2:63][CH2:62][CH2:61][N:60]3[C:7]([C:5]3[N:6]=[C:2]([CH3:1])[S:3][C:4]=3[C:10]3[CH:15]=[CH:14][CH:13]=[CH:12][CH:11]=3)=[O:9])[N:57]=2)[C:53]=1[CH3:54]. The yield is 0.0200. (10) The catalyst is O1CCOCC1.C1C=CC(/C=C/C(/C=C/C2C=CC=CC=2)=O)=CC=1.C1C=CC(/C=C/C(/C=C/C2C=CC=CC=2)=O)=CC=1.C1C=CC(/C=C/C(/C=C/C2C=CC=CC=2)=O)=CC=1.[Pd].[Pd]. The yield is 0.150. The reactants are [NH2:1][C@H:2]1[C:11]2[C:6](=[CH:7][CH:8]=[C:9]([F:12])[CH:10]=2)[N:5]([C:13](=[O:15])[CH3:14])[C@@H:4]([CH3:16])[C@@H:3]1[CH3:17].CN(C1C(C2C(P(C3CCCCC3)C3CCCCC3)=CC=CC=2)=CC=CC=1)C.Br[C:47]1[CH:52]=[N:51][C:50]([CH3:53])=[CH:49][N:48]=1.CC(C)([O-])C.[Na+]. The product is [F:12][C:9]1[CH:10]=[C:11]2[C:6](=[CH:7][CH:8]=1)[N:5]([C:13](=[O:15])[CH3:14])[C@@H:4]([CH3:16])[C@H:3]([CH3:17])[C@H:2]2[NH:1][C:47]1[CH:52]=[N:51][C:50]([CH3:53])=[CH:49][N:48]=1.